Dataset: Forward reaction prediction with 1.9M reactions from USPTO patents (1976-2016). Task: Predict the product of the given reaction. (1) Given the reactants Cl[C:2]1[N:7]=[CH:6][N:5]=[C:4]([NH:8][C:9]2[CH:14]=[CH:13][C:12]([N:15]3[CH2:20][CH2:19][N:18]([CH:21]4[CH2:24][O:23][CH2:22]4)[CH2:17][CH2:16]3)=[C:11]([F:25])[CH:10]=2)[N:3]=1.[O:26]1[CH2:31][CH2:30][CH:29]([O:32][C:33]2[CH:40]=[CH:39][C:38](B3OC(C)(C)C(C)(C)O3)=[CH:37][C:34]=2[C:35]#[N:36])[CH2:28][CH2:27]1.C1(P(C2C=CC=CC=2)C2C=CC=CC=2)C=CC=CC=1.C(=O)([O-])[O-].[Na+].[Na+], predict the reaction product. The product is: [F:25][C:11]1[CH:10]=[C:9]([NH:8][C:4]2[N:5]=[CH:6][N:7]=[C:2]([C:38]3[CH:39]=[CH:40][C:33]([O:32][CH:29]4[CH2:30][CH2:31][O:26][CH2:27][CH2:28]4)=[C:34]([CH:37]=3)[C:35]#[N:36])[N:3]=2)[CH:14]=[CH:13][C:12]=1[N:15]1[CH2:20][CH2:19][N:18]([CH:21]2[CH2:24][O:23][CH2:22]2)[CH2:17][CH2:16]1. (2) Given the reactants [C:1]([C:5]1[O:9][N:8]=[C:7]([NH:10][C:11]([C@@H:13]2[CH2:17][C@@H:16]([OH:18])[CH2:15][N:14]2[C:19]2[CH:24]=[CH:23][N:22]=[C:21](Cl)[N:20]=2)=[O:12])[CH:6]=1)([CH3:4])([CH3:3])[CH3:2], predict the reaction product. The product is: [C:1]([C:5]1[O:9][N:8]=[C:7]([NH:10][C:11]([C@@H:13]2[CH2:17][C@@H:16]([OH:18])[CH2:15][N:14]2[C:19]2[CH:24]=[CH:23][N:22]=[CH:21][N:20]=2)=[O:12])[CH:6]=1)([CH3:4])([CH3:2])[CH3:3]. (3) Given the reactants [CH:1]([N:4]1[CH2:9][CH2:8][N:7]([C:10]2[CH:15]=[CH:14][C:13]([N+:16]([O-])=O)=[CH:12][CH:11]=2)[CH2:6][CH2:5]1)([CH3:3])[CH3:2].O.O.[Sn](Cl)Cl.Cl, predict the reaction product. The product is: [CH:1]([N:4]1[CH2:9][CH2:8][N:7]([C:10]2[CH:11]=[CH:12][C:13]([NH2:16])=[CH:14][CH:15]=2)[CH2:6][CH2:5]1)([CH3:3])[CH3:2]. (4) Given the reactants [CH3:1][N:2]([CH3:7])[CH2:3][CH2:4][CH2:5][OH:6].Cl[C:9]1[CH:18]=[C:17]([NH:19][C:20]2[C:25]([Cl:26])=[CH:24][N:23]=[CH:22][C:21]=2[Cl:27])[C:16]2[C:11](=[C:12]([O:30][CH:31]3[CH2:35][CH2:34][CH2:33][CH2:32]3)[C:13]([O:28][CH3:29])=[CH:14][CH:15]=2)[N:10]=1, predict the reaction product. The product is: [CH:31]1([O:30][C:12]2[C:13]([O:28][CH3:29])=[CH:14][CH:15]=[C:16]3[C:11]=2[N:10]=[C:9]([O:6][CH2:5][CH2:4][CH2:3][N:2]([CH3:7])[CH3:1])[CH:18]=[C:17]3[NH:19][C:20]2[C:25]([Cl:26])=[CH:24][N:23]=[CH:22][C:21]=2[Cl:27])[CH2:32][CH2:33][CH2:34][CH2:35]1. (5) Given the reactants Br[C:2]1[N:7]=[C:6]([C:8]([O:10]C)=[O:9])[CH:5]=[CH:4][C:3]=1[F:12].[C:13]1(B(O)O)[CH:18]=[CH:17][CH:16]=[CH:15][CH:14]=1.C([O-])([O-])=O.[Na+].[Na+], predict the reaction product. The product is: [F:12][C:3]1[CH:4]=[CH:5][C:6]([C:8]([OH:10])=[O:9])=[N:7][C:2]=1[C:13]1[CH:18]=[CH:17][CH:16]=[CH:15][CH:14]=1.